This data is from Reaction yield outcomes from USPTO patents with 853,638 reactions. The task is: Predict the reaction yield, written as a fraction of the theoretical maximum amount of product (1.0 means a 100% yield; for example, 0.34 means a 34% yield). (1) The reactants are [F:1][C:2]1[CH:23]=[CH:22][C:5]([CH2:6][N:7]2[C:15](=[O:16])[C:14]3[C:9](=[CH:10][CH:11]=[CH:12][CH:13]=3)[CH:8]2[C:17]([O:19]CC)=[O:18])=[C:4]([O:24][CH3:25])[CH:3]=1.Cl. The catalyst is CO. The product is [F:1][C:2]1[CH:23]=[CH:22][C:5]([CH2:6][N:7]2[C:15](=[O:16])[C:14]3[C:9](=[CH:10][CH:11]=[CH:12][CH:13]=3)[CH:8]2[C:17]([OH:19])=[O:18])=[C:4]([O:24][CH3:25])[CH:3]=1. The yield is 0.960. (2) The reactants are [NH2:1][C:2]1[CH:3]=[CH:4][C:5]2[O:9][C:8]([CH:10]([NH:17][C:18]3[CH:23]=[CH:22][C:21]([C:24]([N:26]([CH3:34])[CH2:27][CH2:28][C:29]([O:31][CH2:32][CH3:33])=[O:30])=[O:25])=[CH:20][CH:19]=3)[CH:11]3[CH2:16][CH2:15][CH2:14][CH2:13][CH2:12]3)=[C:7]([CH3:35])[C:6]=2[CH:36]=1.C(N(CC)CC)C.[CH2:44]([N:46]=[C:47]=[O:48])[CH3:45]. The catalyst is O1CCCC1. The product is [CH:11]1([CH:10]([NH:17][C:18]2[CH:23]=[CH:22][C:21]([C:24]([N:26]([CH3:34])[CH2:27][CH2:28][C:29]([O:31][CH2:32][CH3:33])=[O:30])=[O:25])=[CH:20][CH:19]=2)[C:8]2[O:9][C:5]3[CH:4]=[CH:3][C:2]([NH:1][C:47](=[O:48])[NH:46][CH2:44][CH3:45])=[CH:36][C:6]=3[C:7]=2[CH3:35])[CH2:12][CH2:13][CH2:14][CH2:15][CH2:16]1. The yield is 0.950.